Dataset: NCI-60 drug combinations with 297,098 pairs across 59 cell lines. Task: Regression. Given two drug SMILES strings and cell line genomic features, predict the synergy score measuring deviation from expected non-interaction effect. Drug 1: CCN(CC)CCNC(=O)C1=C(NC(=C1C)C=C2C3=C(C=CC(=C3)F)NC2=O)C. Drug 2: C1=NC2=C(N1)C(=S)N=CN2. Cell line: SF-268. Synergy scores: CSS=38.1, Synergy_ZIP=-1.04, Synergy_Bliss=-2.54, Synergy_Loewe=-15.6, Synergy_HSA=-4.24.